Dataset: Forward reaction prediction with 1.9M reactions from USPTO patents (1976-2016). Task: Predict the product of the given reaction. The product is: [N:28]1[CH:29]=[CH:30][CH:31]=[CH:32][C:27]=1[CH2:26][N:2]1[CH2:7][CH2:6][CH:5]([CH2:8][CH2:9][N:10]2[C:18](=[O:19])[C:17]3[CH:16]=[C:15]4[O:20][CH2:21][O:22][C:14]4=[CH:13][C:12]=3[C:11]2=[O:23])[CH2:4][CH2:3]1. Given the reactants Cl.[NH:2]1[CH2:7][CH2:6][CH:5]([CH2:8][CH2:9][N:10]2[C:18](=[O:19])[C:17]3[CH:16]=[C:15]4[O:20][CH2:21][O:22][C:14]4=[CH:13][C:12]=3[C:11]2=[O:23])[CH2:4][CH2:3]1.Cl.Cl[CH2:26][C:27]1[CH:32]=[CH:31][CH:30]=[CH:29][N:28]=1, predict the reaction product.